From a dataset of Full USPTO retrosynthesis dataset with 1.9M reactions from patents (1976-2016). Predict the reactants needed to synthesize the given product. (1) Given the product [Cl:10][C:11]1[C:12]([CH3:21])=[C:13]([S:17]([NH:9][C:7]2[CH:6]=[CH:5][N:4]=[C:3]([CH2:1][CH3:2])[N:8]=2)(=[O:19])=[O:18])[CH:14]=[CH:15][CH:16]=1, predict the reactants needed to synthesize it. The reactants are: [CH2:1]([C:3]1[N:8]=[C:7]([NH2:9])[CH:6]=[CH:5][N:4]=1)[CH3:2].[Cl:10][C:11]1[C:12]([CH3:21])=[C:13]([S:17](Cl)(=[O:19])=[O:18])[CH:14]=[CH:15][CH:16]=1. (2) The reactants are: [CH:1]12[CH2:13][CH2:12][CH:8]([CH2:9][NH:10][CH2:11]1)[C:7]1[C:2]2=[CH:3][C:4]([NH:14][C:15]2[N:20]=[C:19]([NH:21][C:22]3[CH:31]=[CH:30][CH:29]=[CH:28][C:23]=3[C:24]([NH:26][CH3:27])=[O:25])[C:18]([Cl:32])=[CH:17][N:16]=2)=[CH:5][CH:6]=1.C(=O)([O-])[O-].[Cs+].[Cs+].[CH2:39](Br)[C:40]#[CH:41]. Given the product [Cl:32][C:18]1[C:19]([NH:21][C:22]2[CH:31]=[CH:30][CH:29]=[CH:28][C:23]=2[C:24]([NH:26][CH3:27])=[O:25])=[N:20][C:15]([NH:14][C:4]2[CH:3]=[C:2]3[C:7](=[CH:6][CH:5]=2)[CH:8]2[CH2:12][CH2:13][CH:1]3[CH2:11][N:10]([CH2:41][C:40]#[CH:39])[CH2:9]2)=[N:16][CH:17]=1, predict the reactants needed to synthesize it. (3) The reactants are: [CH2:1]([O:8][C:9](=[O:52])[NH:10][C@@H:11]1[CH2:15][CH2:14][N:13]([C:16]2[N:24]=[C:23]3[C:19]([N:20]=[CH:21][N:22]3[C@@H:25]3[CH2:29][C@H:28]([NH:30][C:31](=[O:34])[CH2:32][CH3:33])[C@@H:27]([OH:35])[C@H:26]3[OH:36])=[C:18]([NH:37][CH2:38][CH:39]([C:46]3[CH:51]=[CH:50][CH:49]=[CH:48][CH:47]=3)[C:40]3[CH:45]=[CH:44][CH:43]=[CH:42][CH:41]=3)[N:17]=2)[CH2:12]1)[C:2]1[CH:7]=[CH:6][CH:5]=[CH:4][CH:3]=1.[C:53]1(C)[C:54](S(O)(=O)=O)=CC=C[CH:58]=1.[OH-].[NH4+]. Given the product [CH2:1]([O:8][C:9](=[O:52])[NH:10][C@@H:11]1[CH2:15][CH2:14][N:13]([C:16]2[N:24]=[C:23]3[C:19]([N:20]=[CH:21][N:22]3[C@H:25]3[C@H:26]4[C@H:27]([O:35][C:53]([CH3:54])([CH3:58])[O:36]4)[C@@H:28]([NH:30][C:31](=[O:34])[CH2:32][CH3:33])[CH2:29]3)=[C:18]([NH:37][CH2:38][CH:39]([C:46]3[CH:47]=[CH:48][CH:49]=[CH:50][CH:51]=3)[C:40]3[CH:41]=[CH:42][CH:43]=[CH:44][CH:45]=3)[N:17]=2)[CH2:12]1)[C:2]1[CH:7]=[CH:6][CH:5]=[CH:4][CH:3]=1, predict the reactants needed to synthesize it. (4) Given the product [CH3:25][C:24]1[O:23][C:22]([C:26]2[CH:31]=[CH:30][CH:29]=[CH:28][CH:27]=2)=[N:21][C:20]=1[CH2:19][O:18][C:16]1[CH:15]=[CH:14][C:6]2[C:7]([C:8]3[CH:13]=[CH:12][CH:11]=[CH:10][CH:9]=3)=[C:3]([CH2:2][O:32][C:33]3[C:37]([C:38]([O:40][CH2:41][CH3:42])=[O:39])=[CH:36][N:35]([C:43]4[CH:48]=[CH:47][CH:46]=[CH:45][CH:44]=4)[N:34]=3)[O:4][C:5]=2[CH:17]=1, predict the reactants needed to synthesize it. The reactants are: Cl[CH2:2][C:3]1[O:4][C:5]2[CH:17]=[C:16]([O:18][CH2:19][C:20]3[N:21]=[C:22]([C:26]4[CH:31]=[CH:30][CH:29]=[CH:28][CH:27]=4)[O:23][C:24]=3[CH3:25])[CH:15]=[CH:14][C:6]=2[C:7]=1[C:8]1[CH:13]=[CH:12][CH:11]=[CH:10][CH:9]=1.[OH:32][C:33]1[C:37]([C:38]([O:40][CH2:41][CH3:42])=[O:39])=[CH:36][N:35]([C:43]2[CH:48]=[CH:47][CH:46]=[CH:45][CH:44]=2)[N:34]=1.C(=O)([O-])[O-].[K+].[K+].CN(C)C=O. (5) The reactants are: [NH:1]1[CH:5]=[C:4]([C:6]([OH:8])=O)[N:3]=[N:2]1.CCN(C(C)C)C(C)C.CN(C(ON1N=NC2C=CC=NC1=2)=[N+](C)C)C.F[P-](F)(F)(F)(F)F.[CH3:42][O:43][C:44]([CH2:46][O:47][C:48](=[O:69])[C@@:49]([CH2:67][OH:68])([CH3:66])[CH2:50][C@H:51]([NH2:65])[CH2:52][C:53]1[CH:58]=[CH:57][C:56]([C:59]2[CH:64]=[CH:63][CH:62]=[CH:61][CH:60]=2)=[CH:55][CH:54]=1)=[O:45]. Given the product [CH3:42][O:43][C:44]([CH2:46][O:47][C:48](=[O:69])[C@@:49]([CH2:67][OH:68])([CH3:66])[CH2:50][C@H:51]([NH:65][C:6]([C:4]1[NH:3][N:2]=[N:1][CH:5]=1)=[O:8])[CH2:52][C:53]1[CH:54]=[CH:55][C:56]([C:59]2[CH:64]=[CH:63][CH:62]=[CH:61][CH:60]=2)=[CH:57][CH:58]=1)=[O:45], predict the reactants needed to synthesize it. (6) Given the product [CH:26]1[C:38]2[CH:37]([CH2:39][O:40][C:41]([N:43]3[CH2:48][C@@H:47]([C:49](=[O:72])[NH:50][CH2:51][C:52]4([CH2:66][CH2:67][CH2:68][CH2:69][O:70][CH3:71])[C:65]5[CH:64]=[CH:63][CH:62]=[CH:61][C:60]=5[O:59][C:58]5[C:53]4=[CH:54][CH:55]=[CH:56][CH:57]=5)[CH2:46][C@@H:45]([NH:73][S:8]([C:5]4[CH:6]=[CH:7][C:2]([OH:1])=[C:3]([O:12][CH3:13])[CH:4]=4)(=[O:10])=[O:9])[CH2:44]3)=[O:42])[C:36]3[C:31](=[CH:32][CH:33]=[CH:34][CH:35]=3)[C:30]=2[CH:29]=[CH:28][CH:27]=1, predict the reactants needed to synthesize it. The reactants are: [OH:1][C:2]1[CH:7]=[CH:6][C:5]([S:8](Cl)(=[O:10])=[O:9])=[CH:4][C:3]=1[O:12][CH3:13].C/C(/O[Si](C)(C)C)=N\[Si](C)(C)C.[CH:26]1[C:38]2[CH:37]([CH2:39][O:40][C:41]([N:43]3[CH2:48][C@@H:47]([C:49](=[O:72])[NH:50][CH2:51][C:52]4([CH2:66][CH2:67][CH2:68][CH2:69][O:70][CH3:71])[C:65]5[CH:64]=[CH:63][CH:62]=[CH:61][C:60]=5[O:59][C:58]5[C:53]4=[CH:54][CH:55]=[CH:56][CH:57]=5)[CH2:46][C@@H:45]([NH2:73])[CH2:44]3)=[O:42])[C:36]3[C:31](=[CH:32][CH:33]=[CH:34][CH:35]=3)[C:30]=2[CH:29]=[CH:28][CH:27]=1.CCN(CC)CC. (7) The reactants are: [F:1][CH2:2][C:3]1([CH2:9][OH:10])[O:8][CH2:7][CH2:6]C[O:4]1.OC(O)C(=O)C. Given the product [F:1][CH2:2][C:3]1([CH2:9][OH:10])[O:4][CH2:6][CH2:7][O:8]1, predict the reactants needed to synthesize it.